From a dataset of Forward reaction prediction with 1.9M reactions from USPTO patents (1976-2016). Predict the product of the given reaction. (1) Given the reactants [F:1][C:2]1[CH:3]=[C:4]([CH:20]=[C:21]([F:23])[CH:22]=1)[CH2:5][C@H:6]([NH:12][C:13](=[O:19])[O:14][C:15]([CH3:18])([CH3:17])[CH3:16])[C@@H:7]([OH:11])[CH2:8][CH:9]=[CH2:10].[NH+]1C=C[CH:27]=[CH:26][CH:25]=1.COC(OC)(C)C, predict the reaction product. The product is: [CH2:8]([C@@H:7]1[O:11][C:26]([CH3:27])([CH3:25])[N:12]([C:13]([O:14][C:15]([CH3:16])([CH3:17])[CH3:18])=[O:19])[C@H:6]1[CH2:5][C:4]1[CH:3]=[C:2]([F:1])[CH:22]=[C:21]([F:23])[CH:20]=1)[CH:9]=[CH2:10]. (2) Given the reactants [N:1]1[CH:6]=[CH:5][CH:4]=[CH:3][C:2]=1[CH2:7][N:8]1[C:16]2[C:11](=[CH:12][C:13]([NH:17][C:18]3[C:27]4[C:22](=[CH:23][CH:24]=[CH:25][C:26]=4[O:28][C@H:29]([CH3:34])[C:30](OC)=[O:31])[N:21]=[CH:20][N:19]=3)=[CH:14][CH:15]=2)[CH:10]=[N:9]1.[CH2:35]([CH2:37][NH2:38])[OH:36], predict the reaction product. The product is: [OH:36][CH2:35][CH2:37][NH:38][C:30](=[O:31])[C@H:29]([O:28][C:26]1[CH:25]=[CH:24][CH:23]=[C:22]2[C:27]=1[C:18]([NH:17][C:13]1[CH:12]=[C:11]3[C:16](=[CH:15][CH:14]=1)[N:8]([CH2:7][C:2]1[CH:3]=[CH:4][CH:5]=[CH:6][N:1]=1)[N:9]=[CH:10]3)=[N:19][CH:20]=[N:21]2)[CH3:34].